From a dataset of Reaction yield outcomes from USPTO patents with 853,638 reactions. Predict the reaction yield, written as a fraction of the theoretical maximum amount of product (1.0 means a 100% yield; for example, 0.34 means a 34% yield). (1) The reactants are [F:1][C:2]([F:7])([F:6])[C:3]([OH:5])=[O:4].C([O:15][C:16](=[O:41])[C:17]([CH2:39][CH3:40])([CH2:37][CH3:38])[CH2:18][C:19]1[S:20][C:21]([C:24]([O:26][C:27]2[CH:32]=[CH:31][C:30]([C:33](=[NH:35])[NH2:34])=[CH:29][C:28]=2[F:36])=[O:25])=[CH:22][CH:23]=1)C1C=CC=CC=1. The catalyst is CC(O)C.O.[OH-].[Pd+2].[OH-]. The product is [F:1][C:2]([F:7])([F:6])[C:3]([OH:5])=[O:4].[C:33]([C:30]1[CH:31]=[CH:32][C:27]([O:26][C:24]([C:21]2[S:20][C:19]([CH2:18][C:17]([CH2:39][CH3:40])([CH2:37][CH3:38])[C:16]([OH:41])=[O:15])=[CH:23][CH:22]=2)=[O:25])=[C:28]([F:36])[CH:29]=1)(=[NH:34])[NH2:35]. The yield is 0.990. (2) The reactants are [Cl:1][C:2]1[CH:3]=[CH:4][C:5]([NH:8][C:9](=[O:26])[C:10]2[CH:15]=[CH:14][CH:13]=[CH:12][C:11]=2[NH:16][C:17]([O:19][CH:20]2[CH2:25][CH2:24][NH:23][CH2:22][CH2:21]2)=[O:18])=[N:6][CH:7]=1.[C:27]1(=O)[CH2:31][CH2:30][CH2:29][CH2:28]1.C([BH3-])#N.[Na+].Cl. No catalyst specified. The product is [ClH:1].[Cl:1][C:2]1[CH:3]=[CH:4][C:5]([NH:8][C:9](=[O:26])[C:10]2[CH:15]=[CH:14][CH:13]=[CH:12][C:11]=2[NH:16][C:17]([O:19][CH:20]2[CH2:21][CH2:22][N:23]([CH:27]3[CH2:31][CH2:30][CH2:29][CH2:28]3)[CH2:24][CH2:25]2)=[O:18])=[N:6][CH:7]=1. The yield is 0.600. (3) The reactants are Cl[C:2]1[CH:3]=[CH:4][N:5]2[C:10]([C:11]=1[CH3:12])=[C:9]([CH:13]1[CH2:15][CH2:14]1)[CH:8]=[C:7]([C:16]([O:18][CH3:19])=[O:17])[C:6]2=[O:20].CC1(C)C(C)(C)OB([C:29]2[CH2:34][CH2:33][N:32]([C:35]([O:37][C:38]([CH3:41])([CH3:40])[CH3:39])=[O:36])[CH2:31][CH:30]=2)O1. No catalyst specified. The product is [C:38]([O:37][C:35]([N:32]1[CH2:31][CH:30]=[C:29]([C:2]2[CH:3]=[CH:4][N:5]3[C:10]([C:11]=2[CH3:12])=[C:9]([CH:13]2[CH2:15][CH2:14]2)[CH:8]=[C:7]([C:16]([O:18][CH3:19])=[O:17])[C:6]3=[O:20])[CH2:34][CH2:33]1)=[O:36])([CH3:41])([CH3:39])[CH3:40]. The yield is 1.00. (4) No catalyst specified. The product is [Br:1][C:2]1[S:6]/[C:5](=[N:7]\[C:8](=[O:18])[C:9]2[CH:14]=[C:13]([Cl:15])[CH:12]=[CH:11][C:10]=2[O:16][CH3:17])/[N:4]([CH2:20][C:21]2[N:22]=[CH:23][S:24][CH:25]=2)[CH:3]=1. The reactants are [Br:1][C:2]1[S:6][C:5]([NH:7][C:8](=[O:18])[C:9]2[CH:14]=[C:13]([Cl:15])[CH:12]=[CH:11][C:10]=2[O:16][CH3:17])=[N:4][CH:3]=1.Br[CH2:20][C:21]1[N:22]=[CH:23][S:24][CH:25]=1. The yield is 0.520. (5) The reactants are [OH:1][C:2]1[C:11]2[C:6](=[CH:7][CH:8]=[C:9]([CH2:12][N:13]3[CH2:18][CH2:17][O:16][CH2:15][CH2:14]3)[CH:10]=2)[N:5]=[N:4][C:3]=1[C:19]([O:21]CC)=O.[Cl:24][C:25]1[CH:32]=[CH:31][C:28]([CH2:29][NH2:30])=[CH:27][CH:26]=1. The catalyst is CCOCC. The product is [Cl:24][C:25]1[CH:32]=[CH:31][C:28]([CH2:29][NH:30][C:19]([C:3]2[N:4]=[N:5][C:6]3[C:11]([C:2]=2[OH:1])=[CH:10][C:9]([CH2:12][N:13]2[CH2:14][CH2:15][O:16][CH2:17][CH2:18]2)=[CH:8][CH:7]=3)=[O:21])=[CH:27][CH:26]=1. The yield is 0.890. (6) The reactants are C([O:8][C:9]1[CH:20]=[CH:19][C:12]2[C:13](=O)[C:14]([CH3:17])([CH3:16])[O:15][C:11]=2[CH:10]=1)C1C=CC=CC=1.[H][H]. The catalyst is CO.[OH-].[Pd+2].[OH-]. The product is [CH3:16][C:14]1([CH3:17])[CH2:13][C:12]2[CH:19]=[CH:20][C:9]([OH:8])=[CH:10][C:11]=2[O:15]1. The yield is 0.880. (7) The reactants are [C:1]1([C:7](N)([C:9]2[CH:14]=[CH:13][CH:12]=[CH:11][CH:10]=2)[CH3:8])[CH:6]=[CH:5][CH:4]=[CH:3][CH:2]=1.C1(C(C2C=CC=CC=2)CC[N:25]=[C:26]=[S:27])C=CC=CC=1. The catalyst is C(=S)=S. The product is [C:1]1([CH:7]([C:9]2[CH:14]=[CH:13][CH:12]=[CH:11][CH:10]=2)[CH2:8][N:25]=[C:26]=[S:27])[CH:6]=[CH:5][CH:4]=[CH:3][CH:2]=1. The yield is 0.870.